Dataset: Reaction yield outcomes from USPTO patents with 853,638 reactions. Task: Predict the reaction yield, written as a fraction of the theoretical maximum amount of product (1.0 means a 100% yield; for example, 0.34 means a 34% yield). The reactants are [CH2:1]([C@H:9]1[CH2:14][CH2:13][CH2:12][NH:11][CH2:10]1)[CH2:2][C:3]1[CH:8]=[CH:7][CH:6]=[CH:5][CH:4]=1.Br[CH2:16][C:17]([C:19]1[CH:24]=[CH:23][C:22]([Cl:25])=[CH:21][CH:20]=1)=[O:18].C([O-])([O-])=O.[K+].[K+]. The catalyst is CC#N. The product is [Cl:25][C:22]1[CH:23]=[CH:24][C:19]([C:17](=[O:18])[CH2:16][N:11]2[CH2:12][CH2:13][CH2:14][C@H:9]([CH2:1][CH2:2][C:3]3[CH:8]=[CH:7][CH:6]=[CH:5][CH:4]=3)[CH2:10]2)=[CH:20][CH:21]=1. The yield is 0.380.